Dataset: Catalyst prediction with 721,799 reactions and 888 catalyst types from USPTO. Task: Predict which catalyst facilitates the given reaction. (1) Reactant: [Cl:1][C:2]1[CH:3]=[C:4]([NH:13][CH:14]2[CH2:19][CH2:18][CH2:17][CH2:16][CH2:15]2)[C:5]([CH3:12])=[C:6]([CH:11]=1)[C:7]([O:9][CH3:10])=[O:8].[C:20](=O)([O-])[O-].[Cs+].[Cs+].CI. Product: [Cl:1][C:2]1[CH:3]=[C:4]([N:13]([CH:14]2[CH2:19][CH2:18][CH2:17][CH2:16][CH2:15]2)[CH3:20])[C:5]([CH3:12])=[C:6]([CH:11]=1)[C:7]([O:9][CH3:10])=[O:8]. The catalyst class is: 10. (2) Reactant: [C:1]([O:5][C:6](=[O:51])[CH2:7][C@@H:8]([NH:33]C(OCC1C2C=CC=CC=2C2C1=CC=CC=2)=O)[C:9]([NH:11][C@H:12]([C:21]1[NH:22][C:23]([C:26]2[CH:31]=[CH:30][C:29]([I:32])=[CH:28][CH:27]=2)=[CH:24][N:25]=1)[C@H:13]([C:15]1[CH:20]=[CH:19][CH:18]=[CH:17][CH:16]=1)[CH3:14])=[O:10])([CH3:4])([CH3:3])[CH3:2].N1CCCCC1. Product: [C:1]([O:5][C:6](=[O:51])[CH2:7][C@@H:8]([NH2:33])[C:9]([NH:11][C@H:12]([C:21]1[NH:22][C:23]([C:26]2[CH:31]=[CH:30][C:29]([I:32])=[CH:28][CH:27]=2)=[CH:24][N:25]=1)[C@H:13]([C:15]1[CH:20]=[CH:19][CH:18]=[CH:17][CH:16]=1)[CH3:14])=[O:10])([CH3:2])([CH3:3])[CH3:4]. The catalyst class is: 2. (3) Reactant: [N:1]1[C:10]2[C:5](=[CH:6][CH:7]=[CH:8][CH:9]=2)[N:4]=[CH:3][C:2]=1[CH:11]=O.[C:13]([O:17][C:18]([N:20]1[CH2:24][CH2:23][CH2:22][C@H:21]1[CH2:25][NH2:26])=[O:19])([CH3:16])([CH3:15])[CH3:14].C(O[BH-](OC(=O)C)OC(=O)C)(=O)C.[Na+].C(N(CC)CC)C.[CH3:48][O:49][C:50]1[C:55]2[O:56][C:57]([CH3:60])([CH3:59])[O:58][C:54]=2[CH:53]=[C:52]([C:61](Cl)=[O:62])[CH:51]=1. Product: [C:13]([O:17][C:18]([N:20]1[CH2:24][CH2:23][CH2:22][C@H:21]1[CH2:25][N:26]([C:61]([C:52]1[CH:51]=[C:50]([O:49][CH3:48])[C:55]2[O:56][C:57]([CH3:60])([CH3:59])[O:58][C:54]=2[CH:53]=1)=[O:62])[CH2:11][C:2]1[CH:3]=[N:4][C:5]2[C:10](=[CH:9][CH:8]=[CH:7][CH:6]=2)[N:1]=1)=[O:19])([CH3:16])([CH3:15])[CH3:14]. The catalyst class is: 4. (4) Reactant: [Cl:1][CH:2]([Cl:6])[C:3]([OH:5])=[O:4].[CH:7]1[C:12]2=[N:13][S:14][N:15]=[C:11]2[C:10]([NH:16][C:17]2[NH:21][CH2:20][CH2:19][N:18]=2)=[C:9]([Cl:22])[CH:8]=1.C(OCC)(=O)C. Product: [CH:7]1[C:12]2=[N:13][S:14][N:15]=[C:11]2[C:10]([NH:16][C:17]2[NH:21][CH2:20][CH2:19][N:18]=2)=[C:9]([Cl:22])[CH:8]=1.[Cl:1][CH:2]([Cl:6])[C:3]([O-:5])=[O:4]. The catalyst class is: 32. (5) Reactant: Cl[C:2]1[C:3]([C:10]([OH:12])=[O:11])=[CH:4][N:5]([CH3:9])[C:6](=[O:8])[CH:7]=1.C([N-]C(C)C)(C)C.[Li+].[Cl:21][C:22]1[CH:23]=[C:24]([CH:26]=[CH:27][C:28]=1[Cl:29])[NH2:25]. Product: [Cl:21][C:22]1[CH:23]=[C:24]([NH:25][C:2]2[C:3]([C:10]([OH:12])=[O:11])=[CH:4][N:5]([CH3:9])[C:6](=[O:8])[CH:7]=2)[CH:26]=[CH:27][C:28]=1[Cl:29]. The catalyst class is: 305. (6) Reactant: [CH3:1][O:2][C:3]([C:5]1[CH:10]=[C:9](Cl)[CH:8]=[CH:7][N:6]=1)=[O:4].[N-:12]=[N+:13]=[N-:14].[Na+]. Product: [CH3:1][O:2][C:3]([C:5]1[CH:10]=[C:9]([N:12]=[N+:13]=[N-:14])[CH:8]=[CH:7][N:6]=1)=[O:4]. The catalyst class is: 255.